Predict which catalyst facilitates the given reaction. From a dataset of Catalyst prediction with 721,799 reactions and 888 catalyst types from USPTO. (1) The catalyst class is: 31. Reactant: CS([O:5][CH:6]1[CH2:11][CH2:10][N:9]([C:12]2[N:17]=[CH:16][C:15]([CH2:18][CH2:19][CH3:20])=[CH:14][N:13]=2)[CH2:8][CH2:7]1)(=O)=O.[Cl:21][C:22]1[C:23](O)=[CH:24][C:25](=[O:28])[NH:26][CH:27]=1.C(=O)([O-])[O-].[Cs+].[Cs+]. Product: [Cl:21][C:22]1[C:23]([O:5][CH:6]2[CH2:11][CH2:10][N:9]([C:12]3[N:17]=[CH:16][C:15]([CH2:18][CH2:19][CH3:20])=[CH:14][N:13]=3)[CH2:8][CH2:7]2)=[CH:24][C:25](=[O:28])[NH:26][CH:27]=1. (2) Reactant: [CH3:1][C:2]1[CH:7]=[C:6]([O:8][CH2:9][CH2:10][CH2:11][S:12]([CH3:15])(=[O:14])=[O:13])[CH:5]=[C:4]([CH3:16])[C:3]=1[C:17]1[CH:22]=[CH:21][CH:20]=[C:19]([CH2:23]O)[CH:18]=1.P(Br)(Br)[Br:26]. Product: [Br:26][CH2:23][C:19]1[CH:18]=[C:17]([C:3]2[C:2]([CH3:1])=[CH:7][C:6]([O:8][CH2:9][CH2:10][CH2:11][S:12]([CH3:15])(=[O:14])=[O:13])=[CH:5][C:4]=2[CH3:16])[CH:22]=[CH:21][CH:20]=1. The catalyst class is: 1. (3) Reactant: [N+:1]([C:4]1[CH:9]=[CH:8][C:7]([C:10]2[N:15]=[C:14]3[N:16]([CH2:19][C:20]([F:23])([F:22])[F:21])[N:17]=[CH:18][C:13]3=[C:12]([N:24]3[CH2:31][CH:30]4[O:32][CH:26]([CH2:27][N:28]([C:33]([O:35][C:36]([CH3:39])([CH3:38])[CH3:37])=[O:34])[CH2:29]4)[CH2:25]3)[N:11]=2)=[CH:6][CH:5]=1)([O-])=O. Product: [NH2:1][C:4]1[CH:5]=[CH:6][C:7]([C:10]2[N:15]=[C:14]3[N:16]([CH2:19][C:20]([F:22])([F:23])[F:21])[N:17]=[CH:18][C:13]3=[C:12]([N:24]3[CH2:31][CH:30]4[O:32][CH:26]([CH2:27][N:28]([C:33]([O:35][C:36]([CH3:39])([CH3:38])[CH3:37])=[O:34])[CH2:29]4)[CH2:25]3)[N:11]=2)=[CH:8][CH:9]=1. The catalyst class is: 214. (4) Reactant: C(OC([N:8]1[CH2:13][CH2:12][N:11]([C:14]2[N:15]=[C:16]([NH:28]C(OC(C)(C)C)=O)[C:17]3[N:18]([N:20]=[C:21]([C:23]4[O:24][CH:25]=[CH:26][CH:27]=4)[N:22]=3)[CH:19]=2)[CH2:10][CH2:9]1)=O)(C)(C)C.FC(F)(F)C(O)=O. Product: [O:24]1[CH:25]=[CH:26][CH:27]=[C:23]1[C:21]1[N:22]=[C:17]2[C:16]([NH2:28])=[N:15][C:14]([N:11]3[CH2:12][CH2:13][NH:8][CH2:9][CH2:10]3)=[CH:19][N:18]2[N:20]=1. The catalyst class is: 2.